The task is: Regression. Given two drug SMILES strings and cell line genomic features, predict the synergy score measuring deviation from expected non-interaction effect.. This data is from NCI-60 drug combinations with 297,098 pairs across 59 cell lines. (1) Drug 1: COC1=CC(=CC(=C1O)OC)C2C3C(COC3=O)C(C4=CC5=C(C=C24)OCO5)OC6C(C(C7C(O6)COC(O7)C8=CC=CS8)O)O. Drug 2: CC1C(C(CC(O1)OC2CC(CC3=C2C(=C4C(=C3O)C(=O)C5=CC=CC=C5C4=O)O)(C(=O)C)O)N)O. Cell line: HOP-62. Synergy scores: CSS=53.8, Synergy_ZIP=-1.85, Synergy_Bliss=-1.16, Synergy_Loewe=-6.40, Synergy_HSA=1.64. (2) Synergy scores: CSS=-1.79, Synergy_ZIP=0.538, Synergy_Bliss=-0.357, Synergy_Loewe=-1.60, Synergy_HSA=-2.36. Drug 2: C1=CN(C=N1)CC(O)(P(=O)(O)O)P(=O)(O)O. Drug 1: CC1=C(C=C(C=C1)NC(=O)C2=CC=C(C=C2)CN3CCN(CC3)C)NC4=NC=CC(=N4)C5=CN=CC=C5. Cell line: NCI-H322M. (3) Drug 1: C1=CC(=C2C(=C1NCCNCCO)C(=O)C3=C(C=CC(=C3C2=O)O)O)NCCNCCO. Drug 2: C1C(C(OC1N2C=NC(=NC2=O)N)CO)O. Cell line: ACHN. Synergy scores: CSS=46.4, Synergy_ZIP=-1.68, Synergy_Bliss=-1.30, Synergy_Loewe=-14.8, Synergy_HSA=1.97. (4) Drug 1: CS(=O)(=O)CCNCC1=CC=C(O1)C2=CC3=C(C=C2)N=CN=C3NC4=CC(=C(C=C4)OCC5=CC(=CC=C5)F)Cl. Drug 2: C1C(C(OC1N2C=NC3=C2NC=NCC3O)CO)O. Cell line: SK-MEL-2. Synergy scores: CSS=-3.37, Synergy_ZIP=2.67, Synergy_Bliss=-2.33, Synergy_Loewe=-1.31, Synergy_HSA=-10.9. (5) Drug 1: CCC1(CC2CC(C3=C(CCN(C2)C1)C4=CC=CC=C4N3)(C5=C(C=C6C(=C5)C78CCN9C7C(C=CC9)(C(C(C8N6C)(C(=O)OC)O)OC(=O)C)CC)OC)C(=O)OC)O.OS(=O)(=O)O. Drug 2: N.N.Cl[Pt+2]Cl. Cell line: BT-549. Synergy scores: CSS=16.8, Synergy_ZIP=-6.93, Synergy_Bliss=2.86, Synergy_Loewe=-1.05, Synergy_HSA=-0.656. (6) Drug 1: C1=CC=C(C(=C1)C(C2=CC=C(C=C2)Cl)C(Cl)Cl)Cl. Drug 2: C1CC(=O)NC(=O)C1N2C(=O)C3=CC=CC=C3C2=O. Cell line: U251. Synergy scores: CSS=5.49, Synergy_ZIP=2.21, Synergy_Bliss=5.67, Synergy_Loewe=-0.312, Synergy_HSA=1.90. (7) Drug 1: C1=NC(=NC(=O)N1C2C(C(C(O2)CO)O)O)N. Drug 2: C(CCl)NC(=O)N(CCCl)N=O. Cell line: UACC62. Synergy scores: CSS=54.0, Synergy_ZIP=-2.24, Synergy_Bliss=-0.787, Synergy_Loewe=-16.6, Synergy_HSA=2.53. (8) Drug 1: C1=CC(=CC=C1CCC2=CNC3=C2C(=O)NC(=N3)N)C(=O)NC(CCC(=O)O)C(=O)O. Drug 2: C1=NC(=NC(=O)N1C2C(C(C(O2)CO)O)O)N. Cell line: MDA-MB-231. Synergy scores: CSS=15.4, Synergy_ZIP=-7.52, Synergy_Bliss=-0.196, Synergy_Loewe=-4.18, Synergy_HSA=-1.05.